Dataset: NCI-60 drug combinations with 297,098 pairs across 59 cell lines. Task: Regression. Given two drug SMILES strings and cell line genomic features, predict the synergy score measuring deviation from expected non-interaction effect. (1) Drug 1: CN1C(=O)N2C=NC(=C2N=N1)C(=O)N. Drug 2: CC1=C(C=C(C=C1)NC(=O)C2=CC=C(C=C2)CN3CCN(CC3)C)NC4=NC=CC(=N4)C5=CN=CC=C5. Cell line: OVCAR3. Synergy scores: CSS=3.05, Synergy_ZIP=0.470, Synergy_Bliss=1.82, Synergy_Loewe=-12.5, Synergy_HSA=-1.09. (2) Drug 1: CC1OCC2C(O1)C(C(C(O2)OC3C4COC(=O)C4C(C5=CC6=C(C=C35)OCO6)C7=CC(=C(C(=C7)OC)O)OC)O)O. Drug 2: CCN(CC)CCCC(C)NC1=C2C=C(C=CC2=NC3=C1C=CC(=C3)Cl)OC. Cell line: HS 578T. Synergy scores: CSS=23.6, Synergy_ZIP=-4.05, Synergy_Bliss=-0.765, Synergy_Loewe=-0.768, Synergy_HSA=1.89. (3) Drug 1: C1=C(C(=O)NC(=O)N1)F. Drug 2: CCC1(CC2CC(C3=C(CCN(C2)C1)C4=CC=CC=C4N3)(C5=C(C=C6C(=C5)C78CCN9C7C(C=CC9)(C(C(C8N6C)(C(=O)OC)O)OC(=O)C)CC)OC)C(=O)OC)O.OS(=O)(=O)O. Cell line: MALME-3M. Synergy scores: CSS=48.2, Synergy_ZIP=-3.01, Synergy_Bliss=-0.770, Synergy_Loewe=2.27, Synergy_HSA=2.84. (4) Drug 1: C1=NC2=C(N1)C(=S)N=C(N2)N. Drug 2: CCCCCOC(=O)NC1=NC(=O)N(C=C1F)C2C(C(C(O2)C)O)O. Cell line: UO-31. Synergy scores: CSS=26.5, Synergy_ZIP=-1.41, Synergy_Bliss=-1.77, Synergy_Loewe=-7.45, Synergy_HSA=-0.228. (5) Drug 1: CC1=C(C=C(C=C1)NC2=NC=CC(=N2)N(C)C3=CC4=NN(C(=C4C=C3)C)C)S(=O)(=O)N.Cl. Drug 2: COC1=CC(=CC(=C1O)OC)C2C3C(COC3=O)C(C4=CC5=C(C=C24)OCO5)OC6C(C(C7C(O6)COC(O7)C8=CC=CS8)O)O. Cell line: SNB-19. Synergy scores: CSS=44.5, Synergy_ZIP=2.01, Synergy_Bliss=2.39, Synergy_Loewe=-39.5, Synergy_HSA=1.44. (6) Drug 1: COC1=CC(=CC(=C1O)OC)C2C3C(COC3=O)C(C4=CC5=C(C=C24)OCO5)OC6C(C(C7C(O6)COC(O7)C8=CC=CS8)O)O. Drug 2: CN(CCCl)CCCl.Cl. Cell line: SK-MEL-5. Synergy scores: CSS=24.5, Synergy_ZIP=-0.361, Synergy_Bliss=5.01, Synergy_Loewe=-4.86, Synergy_HSA=3.19. (7) Drug 1: CCCS(=O)(=O)NC1=C(C(=C(C=C1)F)C(=O)C2=CNC3=C2C=C(C=N3)C4=CC=C(C=C4)Cl)F. Drug 2: C1=NC2=C(N=C(N=C2N1C3C(C(C(O3)CO)O)F)Cl)N. Cell line: HOP-62. Synergy scores: CSS=35.5, Synergy_ZIP=0.0766, Synergy_Bliss=-0.724, Synergy_Loewe=-26.4, Synergy_HSA=-1.96.